Dataset: Forward reaction prediction with 1.9M reactions from USPTO patents (1976-2016). Task: Predict the product of the given reaction. (1) Given the reactants [OH:1][C@H:2]([CH3:6])[C:3](O)=[O:4].[C:7]([O:11][C:12](=[O:19])[NH:13][C@@H:14]1[CH2:18][CH2:17][NH:16][CH2:15]1)([CH3:10])([CH3:9])[CH3:8].CN(C(ON1N=NC2C=CC=CC1=2)=[N+](C)C)C.F[P-](F)(F)(F)(F)F.CCN(C(C)C)C(C)C, predict the reaction product. The product is: [C:7]([O:11][C:12](=[O:19])[NH:13][C@@H:14]1[CH2:18][CH2:17][N:16]([C:3](=[O:4])[C@H:2]([OH:1])[CH3:6])[CH2:15]1)([CH3:10])([CH3:8])[CH3:9]. (2) Given the reactants [Br:1][C:2]1[CH:3]=[CH:4][C:5](F)=[C:6]([CH:9]=1)[CH:7]=[O:8].Cl.[NH:12]1[CH2:17][CH2:16][CH2:15][CH2:14][CH:13]1[CH2:18][CH2:19][CH2:20][C:21]([OH:23])=[O:22].C(=O)([O-])[O-].[Na+].[Na+].Cl, predict the reaction product. The product is: [Br:1][C:2]1[CH:3]=[CH:4][C:5]([N:12]2[CH2:17][CH2:16][CH2:15][CH2:14][CH:13]2[CH2:18][CH2:19][CH2:20][C:21]([OH:23])=[O:22])=[C:6]([CH:7]=[O:8])[CH:9]=1. (3) Given the reactants [CH3:1][C:2]1[CH:7]=[C:6]([CH3:8])[CH:5]=[CH:4][C:3]=1[N:9]([CH2:23][CH:24]([CH3:26])[CH3:25])[S:10]([C:13]1[CH:18]=[C:17]([F:19])[C:16]([CH:20]=[CH2:21])=[C:15]([F:22])[CH:14]=1)(=[O:12])=[O:11].ClC1C=C(C=CC=1)C(OO)=[O:32], predict the reaction product. The product is: [CH3:1][C:2]1[CH:7]=[C:6]([CH3:8])[CH:5]=[CH:4][C:3]=1[N:9]([CH2:23][CH:24]([CH3:26])[CH3:25])[S:10]([C:13]1[CH:18]=[C:17]([F:19])[C:16]([CH:20]2[CH2:21][O:32]2)=[C:15]([F:22])[CH:14]=1)(=[O:12])=[O:11]. (4) Given the reactants Br[CH:2]1[C:10]2[C:5](=[CH:6][CH:7]=[CH:8][CH:9]=2)[C:4](=[O:11])[CH2:3]1.[CH:12]1([NH2:18])[CH2:17][CH2:16][CH2:15][CH2:14][CH2:13]1, predict the reaction product. The product is: [CH:12]1([NH:18][CH:2]2[C:10]3[C:5](=[CH:6][CH:7]=[CH:8][CH:9]=3)[C:4](=[O:11])[CH2:3]2)[CH2:17][CH2:16][CH2:15][CH2:14][CH2:13]1. (5) Given the reactants CN(C(ON1N=NC2C=CC=NC1=2)=[N+](C)C)C.F[P-](F)(F)(F)(F)F.Cl.Cl.[Cl:27][C:28]1[C:29]([F:54])=[C:30]([NH:34][C:35]2[C:44]3[C:39](=[CH:40][C:41]([O:52][CH3:53])=[C:42]([O:45][CH:46]4[CH2:51][CH2:50][NH:49][CH2:48][CH2:47]4)[CH:43]=3)[N:38]=[CH:37][N:36]=2)[CH:31]=[CH:32][CH:33]=1.C(N(C(C)C)CC)(C)C.[CH3:64][C:65]1[C:69]([C:70](O)=[O:71])=[C:68]([CH3:73])[O:67][N:66]=1, predict the reaction product. The product is: [Cl:27][C:28]1[C:29]([F:54])=[C:30]([NH:34][C:35]2[C:44]3[C:39](=[CH:40][C:41]([O:52][CH3:53])=[C:42]([O:45][CH:46]4[CH2:47][CH2:48][N:49]([C:70]([C:69]5[C:65]([CH3:64])=[N:66][O:67][C:68]=5[CH3:73])=[O:71])[CH2:50][CH2:51]4)[CH:43]=3)[N:38]=[CH:37][N:36]=2)[CH:31]=[CH:32][CH:33]=1. (6) The product is: [CH2:1]1[CH:9]2[N:4]([CH2:5][CH:6]=[C:7]([C:10]3[C:18]4[C:13](=[CH:14][CH:15]=[N:16][CH:17]=4)[N:12]([S:26]([C:23]4[CH:24]=[CH:25][C:20]([CH3:19])=[CH:21][CH:22]=4)(=[O:28])=[O:27])[CH:11]=3)[CH2:8]2)[CH2:3][CH2:2]1. Given the reactants [CH2:1]1[CH:9]2[N:4]([CH2:5][CH:6]=[C:7]([C:10]3[C:18]4[C:13](=[CH:14][CH:15]=[N:16][CH:17]=4)[NH:12][CH:11]=3)[CH2:8]2)[CH2:3][CH2:2]1.[CH3:19][C:20]1[CH:25]=[CH:24][C:23]([S:26](Cl)(=[O:28])=[O:27])=[CH:22][CH:21]=1.C[Si]([N-][Si](C)(C)C)(C)C.[Na+], predict the reaction product. (7) Given the reactants C[O:2][C:3](=[O:22])[CH:4]([NH:8][C:9](=[O:21])[CH:10]([N:12]([C:14]([O:16][C:17]([CH3:20])([CH3:19])[CH3:18])=O)[CH3:13])[CH3:11])[CH:5]([CH3:7])[CH3:6].CO.[Li+].[OH-].Cl, predict the reaction product. The product is: [C:17]([O:16][CH2:14][N:12]([CH3:13])[CH:10]([CH3:11])[C:9]([NH:8][CH:4]([CH:5]([CH3:6])[CH3:7])[C:3]([OH:22])=[O:2])=[O:21])([CH3:20])([CH3:19])[CH3:18]. (8) Given the reactants [Br:1][C:2]1[CH:3]=[N:4][CH:5]=[CH:6][C:7]=1[N:8]=[C:9]=[S:10].[C:11]([NH:14][NH2:15])(=[O:13])[CH3:12], predict the reaction product. The product is: [C:11]([NH:14][NH:15][C:9](=[S:10])[NH:8][C:7]1[CH:6]=[CH:5][N:4]=[CH:3][C:2]=1[Br:1])(=[O:13])[CH3:12].